From a dataset of Forward reaction prediction with 1.9M reactions from USPTO patents (1976-2016). Predict the product of the given reaction. (1) Given the reactants [CH3:1][O:2][CH2:3][C:4]1[CH:9]=[CH:8][C:7]([NH:10][S:11]([C:14]2[CH:19]=[CH:18][C:17]([O:20][CH3:21])=[C:16]([N:22]3[CH2:27][CH2:26][N:25]([C:28](=[O:33])[C:29]([F:32])([F:31])[F:30])[CH2:24][CH2:23]3)[CH:15]=2)(=[O:13])=[O:12])=[CH:6][CH:5]=1.[OH-:34].[Na+], predict the reaction product. The product is: [F:30][C:29]([F:32])([F:31])[C:28]([OH:33])=[O:34].[CH3:1][O:2][CH2:3][C:4]1[CH:9]=[CH:8][C:7]([NH:10][S:11]([C:14]2[CH:19]=[CH:18][C:17]([O:20][CH3:21])=[C:16]([N:22]3[CH2:23][CH2:24][NH:25][CH2:26][CH2:27]3)[CH:15]=2)(=[O:12])=[O:13])=[CH:6][CH:5]=1. (2) Given the reactants [C:1]1([CH3:11])[CH:6]=[CH:5][C:4]([S:7](Cl)(=[O:9])=[O:8])=[CH:3][CH:2]=1.[CH3:12][O:13][CH:14]([O:17][CH3:18])[CH2:15][NH2:16].C(N(CC)CC)C, predict the reaction product. The product is: [CH3:12][O:13][CH:14]([O:17][CH3:18])[CH2:15][NH:16][S:7]([C:4]1[CH:5]=[CH:6][C:1]([CH3:11])=[CH:2][CH:3]=1)(=[O:9])=[O:8]. (3) Given the reactants [C:1]([O:5][C:6]([N:8]1[CH2:13][CH2:12][CH:11]([C:14]2[C:18]3[CH:19]=[CH:20][C:21]([F:24])=[C:22]([OH:23])[C:17]=3[O:16][N:15]=2)[CH2:10][CH2:9]1)=[O:7])([CH3:4])([CH3:3])[CH3:2].[CH3:25]C(C)([O-])C.[K+].IC, predict the reaction product. The product is: [C:1]([O:5][C:6]([N:8]1[CH2:9][CH2:10][CH:11]([C:14]2[C:18]3[CH:19]=[CH:20][C:21]([F:24])=[C:22]([O:23][CH3:25])[C:17]=3[O:16][N:15]=2)[CH2:12][CH2:13]1)=[O:7])([CH3:4])([CH3:2])[CH3:3]. (4) Given the reactants [C:1]([C:4]1[C:16]2[NH:15][C:14]3[C:9](=[CH:10][CH:11]=[C:12]([C:17]([OH:20])([CH3:19])[CH3:18])[CH:13]=3)[C:8]=2[C:7]([C:21]2[C:22]([CH3:36])=[C:23]([N:27]3[C:31](=[O:32])[CH2:30][CH:29]([C:33]([OH:35])=O)[CH2:28]3)[CH:24]=[CH:25][CH:26]=2)=[CH:6][CH:5]=1)(=[O:3])[NH2:2].[CH3:37][NH:38][CH3:39].C(Cl)CCl.C1C=CC2N(O)N=NC=2C=1, predict the reaction product. The product is: [CH3:37][N:38]([CH3:39])[C:33]([CH:29]1[CH2:28][N:27]([C:23]2[C:22]([CH3:36])=[C:21]([C:7]3[C:8]4[C:9]5[C:14](=[CH:13][C:12]([C:17]([OH:20])([CH3:18])[CH3:19])=[CH:11][CH:10]=5)[NH:15][C:16]=4[C:4]([C:1]([NH2:2])=[O:3])=[CH:5][CH:6]=3)[CH:26]=[CH:25][CH:24]=2)[C:31](=[O:32])[CH2:30]1)=[O:35]. (5) The product is: [CH2:1]([O:3][C:4]([C:6]1[C:14]2[C:9](=[CH:10][CH:11]=[CH:12][CH:13]=2)[N:8]([C:15]2[CH:16]=[N:17][CH:18]=[C:19]([C@@H:21]3[CH2:25][CH2:24][CH2:23][N:22]3[C:39](=[O:40])[C@@H:38]([NH:37][C:35](=[O:36])[C@@H:34]([N:33]([C:31]([O:30][C:26]([CH3:27])([CH3:29])[CH3:28])=[O:32])[CH3:46])[CH3:45])[CH:42]([CH3:44])[CH3:43])[CH:20]=2)[CH:7]=1)=[O:5])[CH3:2]. Given the reactants [CH2:1]([O:3][C:4]([C:6]1[C:14]2[C:9](=[CH:10][CH:11]=[CH:12][CH:13]=2)[N:8]([C:15]2[CH:16]=[N:17][CH:18]=[C:19]([C@@H:21]3[CH2:25][CH2:24][CH2:23][NH:22]3)[CH:20]=2)[CH:7]=1)=[O:5])[CH3:2].[C:26]([O:30][C:31]([N:33]([CH3:46])[C@@H:34]([CH3:45])[C:35]([NH:37][C@@H:38]([CH:42]([CH3:44])[CH3:43])[C:39](O)=[O:40])=[O:36])=[O:32])([CH3:29])([CH3:28])[CH3:27].[Cl-].COC1N=C(OC)N=C([N+]2(C)CCOCC2)N=1, predict the reaction product. (6) Given the reactants [OH:1][CH2:2][C:3]1[CH:8]=[CH:7][C:6]([C:9](=O)[CH3:10])=[CH:5][CH:4]=1.[Cl:12][C:13]1[CH:21]=[CH:20][C:16]([CH2:17][O:18][NH2:19])=[CH:15][C:14]=1[C:22]([F:25])([F:24])[F:23].C(O)(=O)C, predict the reaction product. The product is: [Cl:12][C:13]1[CH:21]=[CH:20][C:16]([CH2:17][O:18][N:19]=[C:9]([C:6]2[CH:7]=[CH:8][C:3]([CH2:2][OH:1])=[CH:4][CH:5]=2)[CH3:10])=[CH:15][C:14]=1[C:22]([F:23])([F:24])[F:25]. (7) Given the reactants CC[C:3]([C:5]1[C:6]2([CH2:11][CH:12]=[CH:13][C:14]=1[CH3:15])[CH2:10][CH2:9][CH2:8][CH2:7]2)=[O:4].[Li+].CC([N-][CH:21]([CH3:23])[CH3:22])C.C(=[O:26])C, predict the reaction product. The product is: [OH:26][CH:21]([CH3:22])[CH2:23][C:3]([C:5]1[C:6]2([CH2:11][CH:12]=[CH:13][C:14]=1[CH3:15])[CH2:10][CH2:9][CH2:8][CH2:7]2)=[O:4]. (8) Given the reactants [CH2:1]([O:8][C:9]1[C:16]([O:17][CH3:18])=[CH:15][C:12]([CH:13]=O)=[CH:11][C:10]=1[O:19][CH3:20])[C:2]1[CH:7]=[CH:6][CH:5]=[CH:4][CH:3]=1.C(O)(=O)[CH2:22][C:23]([OH:25])=[O:24].N1CCCCC1.Cl, predict the reaction product. The product is: [CH2:1]([O:8][C:9]1[C:16]([O:17][CH3:18])=[CH:15][C:12](/[CH:13]=[CH:22]/[C:23]([OH:25])=[O:24])=[CH:11][C:10]=1[O:19][CH3:20])[C:2]1[CH:7]=[CH:6][CH:5]=[CH:4][CH:3]=1.